From a dataset of Reaction yield outcomes from USPTO patents with 853,638 reactions. Predict the reaction yield, written as a fraction of the theoretical maximum amount of product (1.0 means a 100% yield; for example, 0.34 means a 34% yield). (1) The reactants are [H-].[Na+].[CH3:3][S:4]([CH:7]([CH3:13])[C:8]([O:10][CH2:11][CH3:12])=[O:9])(=[O:6])=[O:5].[I-].[K+].Br[CH2:17][CH2:18][C:19]#[CH:20]. The catalyst is CN(C)C=O. The product is [CH3:13][C:7]([S:4]([CH3:3])(=[O:5])=[O:6])([CH2:20][CH2:19][C:18]#[CH:17])[C:8]([O:10][CH2:11][CH3:12])=[O:9]. The yield is 0.350. (2) The catalyst is CN(C)C=O.O. The yield is 0.920. The reactants are [I:1][C:2]1[CH:3]=[C:4]([CH:8]=[CH:9][CH:10]=1)[C:5]([OH:7])=[O:6].C(N1C=CN=C1)(N1C=CN=C1)=O.[C:23](O)([CH3:26])([CH3:25])[CH3:24].N12CCCN=C1CCCCC2. The product is [C:23]([O:6][C:5](=[O:7])[C:4]1[CH:8]=[CH:9][CH:10]=[C:2]([I:1])[CH:3]=1)([CH3:26])([CH3:25])[CH3:24]. (3) The reactants are Br[C:2]1[C:7]([F:8])=[CH:6][CH:5]=[C:4]([CH3:9])[N:3]=1.[F:10][C:11]1[CH:16]=[CH:15][CH:14]=[C:13]([F:17])[C:12]=1B(O)O.[F-].[K+].C(P(C(C)(C)C)C(C)(C)C)(C)(C)C.[BH4-].[Na+]. The catalyst is C1COCC1.O.CCO.C1C=CC(/C=C/C(/C=C/C2C=CC=CC=2)=O)=CC=1.C1C=CC(/C=C/C(/C=C/C2C=CC=CC=2)=O)=CC=1.C1C=CC(/C=C/C(/C=C/C2C=CC=CC=2)=O)=CC=1.[Pd].[Pd]. The product is [F:10][C:11]1[CH:16]=[CH:15][CH:14]=[C:13]([F:17])[C:12]=1[C:2]1[C:7]([F:8])=[CH:6][CH:5]=[C:4]([CH3:9])[N:3]=1. The yield is 0.860. (4) The reactants are [NH2:1][C:2]1[C:3]([C:18]([OH:20])=O)=[N:4][C:5]([C:8]2[CH:13]=[CH:12][C:11]([S:14]([CH3:17])(=[O:16])=[O:15])=[CH:10][CH:9]=2)=[CH:6][N:7]=1.C(OP(C#N)(OCC)=O)C.[NH2:31][C:32]1[CH:37]=[CH:36][CH:35]=[CH:34][CH:33]=1.C(N(CC)CC)C. The catalyst is COCCOC.O. The product is [NH2:1][C:2]1[C:3]([C:18]([NH:31][C:32]2[CH:37]=[CH:36][CH:35]=[CH:34][CH:33]=2)=[O:20])=[N:4][C:5]([C:8]2[CH:9]=[CH:10][C:11]([S:14]([CH3:17])(=[O:15])=[O:16])=[CH:12][CH:13]=2)=[CH:6][N:7]=1. The yield is 0.710. (5) The reactants are [CH3:1][C:2]1[C:10]([CH3:12])([CH3:11])[C:9]2[C:4](=[CH:5][CH:6]=[CH:7][CH:8]=2)[N:3]=1.[Cl:13][CH2:14][CH2:15][OH:16]. The catalyst is C(O)C. The product is [Cl-:13].[OH:16][CH2:15][CH2:14][N+:3]1[C:4]2[C:9](=[CH:8][CH:7]=[CH:6][CH:5]=2)[C:10]([CH3:12])([CH3:11])[C:2]=1[CH3:1]. The yield is 0.860.